The task is: Predict the reaction yield, written as a fraction of the theoretical maximum amount of product (1.0 means a 100% yield; for example, 0.34 means a 34% yield).. This data is from Reaction yield outcomes from USPTO patents with 853,638 reactions. (1) The reactants are Br[C:2]1[CH:14]=[CH:13][C:12]2[C:11]3[C:6](=[CH:7][C:8]([Br:15])=[CH:9][CH:10]=3)[N:5]([C:16]3[CH:21]=[CH:20][CH:19]=[CH:18][CH:17]=3)[C:4]=2[CH:3]=1.[CH3:22][O:23][C:24]1[CH:25]=[CH:26][C:27](B(O)O)=[C:28]([C:30]2[CH:35]=[CH:34][CH:33]=[CH:32][CH:31]=2)[CH:29]=1.C([O-])([O-])=O.[Na+].[Na+].CCO. The catalyst is C1C=CC([P]([Pd]([P](C2C=CC=CC=2)(C2C=CC=CC=2)C2C=CC=CC=2)([P](C2C=CC=CC=2)(C2C=CC=CC=2)C2C=CC=CC=2)[P](C2C=CC=CC=2)(C2C=CC=CC=2)C2C=CC=CC=2)(C2C=CC=CC=2)C2C=CC=CC=2)=CC=1.C1(C)C=CC=CC=1. The product is [Br:15][C:8]1[CH:9]=[CH:10][C:11]2[C:12]3[C:4](=[CH:3][C:2]([C:27]4[CH:26]=[CH:25][C:24]([O:23][CH3:22])=[CH:29][C:28]=4[C:30]4[CH:31]=[CH:32][CH:33]=[CH:34][CH:35]=4)=[CH:14][CH:13]=3)[N:5]([C:16]3[CH:17]=[CH:18][CH:19]=[CH:20][CH:21]=3)[C:6]=2[CH:7]=1. The yield is 0.590. (2) The reactants are [O:1]1[C:5]2=[CH:6][N:7]=[CH:8][CH:9]=[C:4]2[CH:3]=[C:2]1[C:10]([NH:12][CH2:13][C:14]1[CH:19]=[CH:18][C:17]([S:20](CCC(OC)=O)(=[O:22])=[O:21])=[CH:16][CH:15]=1)=[O:11].[O-]CC.[Na+:32].N1C2C(=CC=CC=2)C=N1. The catalyst is CO. The product is [O:1]1[C:5]2=[CH:6][N:7]=[CH:8][CH:9]=[C:4]2[CH:3]=[C:2]1[C:10]([NH:12][CH2:13][C:14]1[CH:15]=[CH:16][C:17]([S:20]([O-:22])=[O:21])=[CH:18][CH:19]=1)=[O:11].[Na+:32]. The yield is 1.07. (3) The reactants are C([O:3][CH:4](OCC)[C:5]1[O:13][C:12]2[C:11]([C:14]3[CH:19]=[C:18]([CH2:20][N:21]4[CH2:25][CH2:24][CH2:23][CH2:22]4)[CH:17]=[CH:16][C:15]=3[O:26][CH3:27])=[CH:10][N:9]=[CH:8][C:7]=2[CH:6]=1)C.Cl.C(=O)(O)[O-].[Na+]. The catalyst is O1CCCC1. The product is [CH3:27][O:26][C:15]1[CH:16]=[CH:17][C:18]([CH2:20][N:21]2[CH2:22][CH2:23][CH2:24][CH2:25]2)=[CH:19][C:14]=1[C:11]1[C:12]2[O:13][C:5]([CH:4]=[O:3])=[CH:6][C:7]=2[CH:8]=[N:9][CH:10]=1. The yield is 0.840. (4) The product is [CH2:2]([N:9]1[CH2:18][CH2:17][C:16]2[C:15]([Cl:22])=[N:14][CH:13]=[N:12][C:11]=2[CH2:10]1)[C:3]1[CH:8]=[CH:7][CH:6]=[CH:5][CH:4]=1. The reactants are Cl.[CH2:2]([N:9]1[CH2:18][CH2:17][C:16]2[C:15](=O)[NH:14][CH:13]=[N:12][C:11]=2[CH2:10]1)[C:3]1[CH:8]=[CH:7][CH:6]=[CH:5][CH:4]=1.O=P(Cl)(Cl)[Cl:22]. The catalyst is C(Cl)Cl. The yield is 0.800. (5) The reactants are C[O:2][C:3]1[CH:8]=[CH:7][C:6]([N:9]2[CH:13]=[N:12][C:11]([C:14]3[CH:19]=[CH:18][C:17]([CH3:20])=[CH:16][CH:15]=3)=[N:10]2)=[CH:5][CH:4]=1.[F:21][C:22]([F:35])([F:34])[S:23](O[S:23]([C:22]([F:35])([F:34])[F:21])(=[O:25])=[O:24])(=[O:25])=[O:24].C(C1C=C(C)N=C(C)C=1)(C)(C)C. The catalyst is C(Cl)Cl. The product is [C:17]1([CH3:20])[CH:18]=[CH:19][C:14]([C:11]2[N:12]=[CH:13][N:9]([C:6]3[CH:7]=[CH:8][C:3]([O:2][S:23]([C:22]([F:35])([F:34])[F:21])(=[O:25])=[O:24])=[CH:4][CH:5]=3)[N:10]=2)=[CH:15][CH:16]=1. The yield is 0.910. (6) The reactants are [Br:1][C:2]1[CH:3]=[C:4]2[C:8](=[CH:9][CH:10]=1)[NH:7][CH:6]=[CH:5]2.[BH3-]C#N.[Na+]. The catalyst is C(O)(=O)C.O. The product is [Br:1][C:2]1[CH:3]=[C:4]2[C:8](=[CH:9][CH:10]=1)[NH:7][CH2:6][CH2:5]2. The yield is 0.710. (7) The reactants are CC([O-])(C)C.[K+].CC1C=CC(S([CH2:17][N+:18]#[C-])(=O)=O)=CC=1.[CH2:20]([O:27][C:28]1[CH:29]=[C:30]([CH:33]=[CH:34][C:35]=1[O:36][CH3:37])[CH:31]=O)[C:21]1[CH:26]=[CH:25][CH:24]=[CH:23][CH:22]=1.CO. The catalyst is C1COCC1.O. The product is [CH2:20]([O:27][C:28]1[CH:29]=[C:30]([CH2:31][C:17]#[N:18])[CH:33]=[CH:34][C:35]=1[O:36][CH3:37])[C:21]1[CH:26]=[CH:25][CH:24]=[CH:23][CH:22]=1. The yield is 0.480. (8) No catalyst specified. The yield is 0.780. The reactants are [F:1][C:2]1[CH:7]=[CH:6][C:5]([CH2:8][C:9]([OH:11])=O)=[C:4]([CH3:12])[CH:3]=1.[K+].[CH3:14][O:15][C:16](=[O:21])[CH2:17]C([O-])=O. The product is [F:1][C:2]1[CH:7]=[CH:6][C:5]([CH2:8][C:9](=[O:11])[CH2:17][C:16]([O:15][CH3:14])=[O:21])=[C:4]([CH3:12])[CH:3]=1. (9) The reactants are [C:1]([C:3]1[CH:11]=[CH:10][C:6]([C:7](O)=[O:8])=[CH:5][CH:4]=1)#[N:2].CN([C:15]([O:19][N:20]1N=NC2C=CC=N[C:21]1=2)=[N+](C)C)C.F[P-](F)(F)(F)(F)F.CN. The catalyst is C(Cl)Cl.O. The product is [C:1]([C:3]1[CH:11]=[CH:10][C:6]([C:7]([N:20]([O:19][CH3:15])[CH3:21])=[O:8])=[CH:5][CH:4]=1)#[N:2]. The yield is 0.960.